From a dataset of Reaction yield outcomes from USPTO patents with 853,638 reactions. Predict the reaction yield, written as a fraction of the theoretical maximum amount of product (1.0 means a 100% yield; for example, 0.34 means a 34% yield). (1) The reactants are [CH3:1][NH:2][CH3:3].CCN(C(C)C)C(C)C.[N+:13]([C:16]1[CH:21]=[CH:20][C:19]([S:22](Cl)(=[O:24])=[O:23])=[CH:18][CH:17]=1)([O-:15])=[O:14]. The catalyst is C(Cl)Cl. The product is [CH3:1][N:2]([CH3:3])[S:22]([C:19]1[CH:18]=[CH:17][C:16]([N+:13]([O-:15])=[O:14])=[CH:21][CH:20]=1)(=[O:23])=[O:24]. The yield is 0.910. (2) The reactants are Cl[CH2:2][C:3]1[N:7]=[C:6]([C:8]2[CH:13]=[CH:12][CH:11]=[C:10]([Cl:14])[CH:9]=2)[O:5][N:4]=1.[Li+].[Br-:16].CC(=O)OCC. The catalyst is C1COCC1. The product is [Br:16][CH2:2][C:3]1[N:7]=[C:6]([C:8]2[CH:13]=[CH:12][CH:11]=[C:10]([Cl:14])[CH:9]=2)[O:5][N:4]=1. The yield is 0.850. (3) The reactants are [F:1][C:2]1[CH:7]=[CH:6][C:5]([C:8]2[C:9]3[CH:21]=[CH:20][C:19](=[O:22])[N:18]([C:23]4[CH:28]=[CH:27][CH:26]=[CH:25][C:24]=4[CH3:29])[C:10]=3[N:11]=[C:12](S(C)(=O)=O)[N:13]=2)=[C:4]([CH3:30])[CH:3]=1.[F:31][C:32]([F:36])([F:35])[CH2:33][NH2:34]. No catalyst specified. The product is [F:1][C:2]1[CH:7]=[CH:6][C:5]([C:8]2[C:9]3[CH:21]=[CH:20][C:19](=[O:22])[N:18]([C:23]4[CH:28]=[CH:27][CH:26]=[CH:25][C:24]=4[CH3:29])[C:10]=3[N:11]=[C:12]([NH:34][CH2:33][C:32]([F:36])([F:35])[F:31])[N:13]=2)=[C:4]([CH3:30])[CH:3]=1. The yield is 0.840. (4) The reactants are [Br:1][C:2]1[CH:3]=[C:4]2[C:8](=[C:9]([C:11]([NH2:13])=[O:12])[CH:10]=1)[NH:7][CH:6]=[C:5]2[CH:14]1[CH2:19][CH2:18][NH:17][CH2:16][CH2:15]1.[CH2:20]([S:22](Cl)(=[O:24])=[O:23])[CH3:21].C(N(CC)CC)C. The catalyst is C(Cl)Cl. The product is [Br:1][C:2]1[CH:3]=[C:4]2[C:8](=[C:9]([C:11]([NH2:13])=[O:12])[CH:10]=1)[NH:7][CH:6]=[C:5]2[CH:14]1[CH2:19][CH2:18][N:17]([S:22]([CH2:20][CH3:21])(=[O:24])=[O:23])[CH2:16][CH2:15]1. The yield is 0.690. (5) The reactants are C([O:8][CH2:9][C:10]1[N:15]=[C:14]([OH:16])[C:13]([NH:17][C:18](=[O:32])[CH:19]([C:26]2[CH:31]=[CH:30][CH:29]=[CH:28][CH:27]=2)[C:20]2[CH:25]=[CH:24][CH:23]=[CH:22][CH:21]=2)=[CH:12][N:11]=1)C1C=CC=CC=1. The catalyst is CO.[Pd]. The product is [OH:16][C:14]1[C:13]([NH:17][C:18](=[O:32])[CH:19]([C:26]2[CH:27]=[CH:28][CH:29]=[CH:30][CH:31]=2)[C:20]2[CH:25]=[CH:24][CH:23]=[CH:22][CH:21]=2)=[CH:12][N:11]=[C:10]([CH2:9][OH:8])[N:15]=1. The yield is 0.640. (6) The reactants are COC([C:5]1[C:10]([CH2:11][CH2:12][C:13]([O:15]C)=O)=[CH:9][C:8]([CH3:17])=[CH:7][N:6]=1)=O.C[O-].[Na+]. The catalyst is C1COCC1. The product is [CH3:17][C:8]1[CH:9]=[C:10]2[CH2:11][CH2:12][C:13](=[O:15])[C:5]2=[N:6][CH:7]=1. The yield is 0.810. (7) The reactants are COC(=O)C(O)=CC(=O)N(CC1C=CC(Cl)=C(Cl)C=1)C.C=O.[NH2:23][CH2:24][CH2:25][N:26]1[CH2:31][CH2:30][CH2:29][CH2:28][CH2:27]1.[Cl:32][C:33]1[CH:34]=[C:35]([CH:49]=[CH:50][C:51]=1[Cl:52])[CH2:36][N:37]([CH3:48])[C:38]([C:40]1[CH2:41]N(C)[C:43](=[O:46])[C:44]=1[OH:45])=[O:39]. No catalyst specified. The product is [Cl:32][C:33]1[CH:34]=[C:35]([CH:49]=[CH:50][C:51]=1[Cl:52])[CH2:36][N:37]([CH3:48])[C:38]([C:40]1[CH2:41][N:23]([CH2:24][CH2:25][N:26]2[CH2:31][CH2:30][CH2:29][CH2:28][CH2:27]2)[C:43](=[O:46])[C:44]=1[OH:45])=[O:39]. The yield is 0.380.